Dataset: Reaction yield outcomes from USPTO patents with 853,638 reactions. Task: Predict the reaction yield, written as a fraction of the theoretical maximum amount of product (1.0 means a 100% yield; for example, 0.34 means a 34% yield). (1) The reactants are [CH2:1]([O:8][C:9]1[CH:14]=[CH:13][C:12]([CH2:15][CH:16]([OH:20])[C:17]([OH:19])=[O:18])=[CH:11][CH:10]=1)[C:2]1[CH:7]=[CH:6][CH:5]=[CH:4][CH:3]=1.CO[C:23](OC)([CH3:25])[CH3:24].C1(C)C=CC(S([O-])(=O)=O)=CC=1.[NH+]1C=CC=CC=1.C(Cl)Cl. The catalyst is C(Cl)(Cl)Cl.O. The product is [CH2:1]([O:8][C:9]1[CH:14]=[CH:13][C:12]([CH2:15][CH:16]2[O:20][C:23]([CH3:25])([CH3:24])[O:18][C:17]2=[O:19])=[CH:11][CH:10]=1)[C:2]1[CH:7]=[CH:6][CH:5]=[CH:4][CH:3]=1. The yield is 0.880. (2) The reactants are Cl.[K].NC1C=CC(F)=CC=1S.O.[C:13]1([CH3:23])[CH:18]=[CH:17][C:16]([S:19]([OH:22])(=[O:21])=[O:20])=[CH:15][CH:14]=1. The catalyst is O1CCCC1.O. The product is [CH3:23][C:13]1[CH:18]=[CH:17][C:16]([S:19]([OH:22])(=[O:21])=[O:20])=[CH:15][CH:14]=1. The yield is 0.755. (3) The reactants are Br[C:2]1[CH:3]=[C:4]([NH:10][C:11]2[CH:15]=[C:14]([CH3:16])[N:13]([CH2:17][CH3:18])[N:12]=2)[C:5](=[O:9])[N:6]([CH3:8])[CH:7]=1.[C:19]([O:22][CH2:23][C:24]1[C:25]([N:39]2[CH2:50][CH2:49][N:48]3[C:41](=[CH:42][C:43]4[CH2:44][C:45]([CH3:52])([CH3:51])[CH2:46][C:47]=43)[C:40]2=[O:53])=[N:26][CH:27]=[CH:28][C:29]=1B1OC(C)(C)C(C)(C)O1)(=[O:21])[CH3:20].[O-]P([O-])([O-])=O.[K+].[K+].[K+].C([O-])(=O)C.[Na+]. The catalyst is C1C=CC(P(C2C=CC=CC=2)[C-]2C=CC=C2)=CC=1.C1C=CC(P(C2C=CC=CC=2)[C-]2C=CC=C2)=CC=1.Cl[Pd]Cl.[Fe+2].O.C(#N)C. The product is [C:19]([O:22][CH2:23][C:24]1[C:25]([N:39]2[CH2:50][CH2:49][N:48]3[C:41](=[CH:42][C:43]4[CH2:44][C:45]([CH3:52])([CH3:51])[CH2:46][C:47]=43)[C:40]2=[O:53])=[N:26][CH:27]=[CH:28][C:29]=1[C:2]1[CH:3]=[C:4]([NH:10][C:11]2[CH:15]=[C:14]([CH3:16])[N:13]([CH2:17][CH3:18])[N:12]=2)[C:5](=[O:9])[N:6]([CH3:8])[CH:7]=1)(=[O:21])[CH3:20]. The yield is 0.276. (4) The reactants are Br[C:2]1[C:14]2[C:13]3[C:8](=[CH:9][C:10]([C:15]([OH:18])([CH3:17])[CH3:16])=[CH:11][CH:12]=3)[NH:7][C:6]=2[C:5]([C:19]([NH2:21])=[O:20])=[CH:4][C:3]=1[Cl:22].[Cl:23][C:24]1[C:29](B2OC(C)(C)C(C)(C)O2)=[CH:28][CH:27]=[CH:26][C:25]=1/[N:39]=[C:40]1/[C:41]2[CH:51]=[CH:50][CH:49]=[CH:48][C:42]=2[N:43]([CH3:47])[C:44](=[O:46])[O:45]/1.CCO.C([O-])([O-])=O.[Na+].[Na+]. The catalyst is C1C=CC([P]([Pd]([P](C2C=CC=CC=2)(C2C=CC=CC=2)C2C=CC=CC=2)([P](C2C=CC=CC=2)(C2C=CC=CC=2)C2C=CC=CC=2)[P](C2C=CC=CC=2)(C2C=CC=CC=2)C2C=CC=CC=2)(C2C=CC=CC=2)C2C=CC=CC=2)=CC=1.C1(C)C=CC=CC=1. The product is [Cl:22][C:3]1[CH:4]=[C:5]([C:19]([NH2:21])=[O:20])[C:6]2[NH:7][C:8]3[C:13]([C:14]=2[C:2]=1[C:29]1[CH:28]=[CH:27][CH:26]=[C:25]([N:39]2[C:40](=[O:45])[C:41]4[C:42](=[CH:48][CH:49]=[CH:50][CH:51]=4)[N:43]([CH3:47])[C:44]2=[O:46])[C:24]=1[Cl:23])=[CH:12][CH:11]=[C:10]([C:15]([OH:18])([CH3:17])[CH3:16])[CH:9]=3. The yield is 0.0400. (5) The reactants are [CH2:1]([O:3][C:4]1[CH:9]=[CH:8][C:7]([C:10]2[CH:15]=[CH:14][C:13]([CH2:16][CH2:17][C:18]3[O:23][CH2:22][CH:21]([CH:24]4[CH2:29][CH2:28][CH:27]([CH2:30][CH2:31][CH3:32])[CH2:26][CH2:25]4)[CH2:20][CH:19]=3)=[C:12]([F:33])[C:11]=2[F:34])=[C:6]([F:35])[C:5]=1[F:36])[CH3:2]. The catalyst is C1(C)C=CC=CC=1.CC(O)C.[Pd]. The product is [CH2:1]([O:3][C:4]1[CH:9]=[CH:8][C:7]([C:10]2[CH:15]=[CH:14][C:13]([CH2:16][CH2:17][CH:18]3[CH2:19][CH2:20][CH:21]([CH:24]4[CH2:29][CH2:28][CH:27]([CH2:30][CH2:31][CH3:32])[CH2:26][CH2:25]4)[CH2:22][O:23]3)=[C:12]([F:33])[C:11]=2[F:34])=[C:6]([F:35])[C:5]=1[F:36])[CH3:2]. The yield is 0.301. (6) The reactants are [NH2:1][C:2]1[CH:10]=[N:9][CH:8]=[CH:7][C:3]=1[C:4]([OH:6])=[O:5].S(=O)(=O)(O)O.[OH-].[Na+].[CH:18](=O)[C:19]1[CH:24]=[CH:23][CH:22]=[CH:21][CH:20]=1.C([BH3-])#N.[Na+].[CH2:30](O)[CH3:31]. The catalyst is C(O)(=O)C. The product is [C:19]1([CH2:18][NH:1][C:2]2[CH:10]=[N:9][CH:8]=[CH:7][C:3]=2[C:4]([O:6][CH2:30][CH3:31])=[O:5])[CH:24]=[CH:23][CH:22]=[CH:21][CH:20]=1. The yield is 0.450. (7) The reactants are Cl[C:2]1[C:7]([Cl:8])=[CH:6][C:5]([Cl:9])=[CH:4][N:3]=1.[NH2:10][NH2:11]. The catalyst is O1CCOCC1. The product is [Cl:8][C:7]1[C:2]([NH:10][NH2:11])=[N:3][CH:4]=[C:5]([Cl:9])[CH:6]=1. The yield is 0.720.